This data is from Peptide-MHC class I binding affinity with 185,985 pairs from IEDB/IMGT. The task is: Regression. Given a peptide amino acid sequence and an MHC pseudo amino acid sequence, predict their binding affinity value. This is MHC class I binding data. The peptide sequence is ARLGKGYMF. The MHC is HLA-B15:01 with pseudo-sequence HLA-B15:01. The binding affinity (normalized) is 0.0847.